Dataset: Catalyst prediction with 721,799 reactions and 888 catalyst types from USPTO. Task: Predict which catalyst facilitates the given reaction. (1) Reactant: [NH2:1][C:2]([C:7]1[CH:12]=[C:11]([Br:13])[CH:10]=[CH:9][C:8]=1[F:14])([CH3:6])[C:3](O)=[O:4].CSC.B. Product: [NH2:1][C:2]([C:7]1[CH:12]=[C:11]([Br:13])[CH:10]=[CH:9][C:8]=1[F:14])([CH3:6])[CH2:3][OH:4]. The catalyst class is: 1. (2) Reactant: [C:1]([Si:5]([O:8][C:9]1[CH:14]=[C:13]([CH3:15])[C:12](B2OC(C)(C)C(C)(C)O2)=[C:11]([CH3:25])[CH:10]=1)([CH3:7])[CH3:6])([CH3:4])([CH3:3])[CH3:2].Br[C:27]1[C:28]([CH3:43])=[C:29]([CH:40]=[CH:41][CH:42]=1)[CH2:30][O:31][C:32]1[CH:39]=[CH:38][C:35]([CH:36]=[O:37])=[CH:34][N:33]=1.C1(P(C2CCCCC2)C2C=CC=CC=2C2C(OC)=CC=CC=2OC)CCCCC1.P([O-])([O-])([O-])=O.[K+].[K+].[K+]. Product: [Si:5]([O:8][C:9]1[CH:10]=[C:11]([CH3:25])[C:12]([C:27]2[CH:42]=[CH:41][CH:40]=[C:29]([CH2:30][O:31][C:32]3[CH:39]=[CH:38][C:35]([CH:36]=[O:37])=[CH:34][N:33]=3)[C:28]=2[CH3:43])=[C:13]([CH3:15])[CH:14]=1)([C:1]([CH3:2])([CH3:3])[CH3:4])([CH3:6])[CH3:7]. The catalyst class is: 706. (3) Reactant: [Cl:1][C:2]1[CH:3]=[CH:4][C:5]2[CH2:11][CH2:10][C:9]3[CH:12]=[CH:13][CH:14]=[CH:15][C:8]=3[N:7]([CH2:16][CH2:17][CH2:18][NH2:19])[C:6]=2[CH:20]=1.C(N(CC)CC)C.[C:28]1([CH3:38])[CH:33]=[CH:32][C:31]([S:34](Cl)(=[O:36])=[O:35])=[CH:30][CH:29]=1.[Na+].[Cl-]. Product: [Cl:1][C:2]1[CH:3]=[CH:4][C:5]2[CH2:11][CH2:10][C:9]3[CH:12]=[CH:13][CH:14]=[CH:15][C:8]=3[N:7]([CH2:16][CH2:17][CH2:18][NH:19][S:34]([C:31]3[CH:32]=[CH:33][C:28]([CH3:38])=[CH:29][CH:30]=3)(=[O:36])=[O:35])[C:6]=2[CH:20]=1. The catalyst class is: 3. (4) Reactant: [N+:1]([C:4]1[CH:9]=[C:8]([N+:10]([O-:12])=[O:11])[C:7](O)=[C:6]([F:14])[CH:5]=1)([O-:3])=[O:2].P(Br)(Br)[Br:16]. Product: [Br:16][C:7]1[C:6]([F:14])=[CH:5][C:4]([N+:1]([O-:3])=[O:2])=[CH:9][C:8]=1[N+:10]([O-:12])=[O:11]. The catalyst class is: 575. (5) Reactant: Cl[C:2]1[N:7]=[C:6]([C:8]([O:10]C)=[O:9])[CH:5]=[CH:4][C:3]=1[O:12][CH2:13][CH2:14][O:15][C:16]([F:19])([F:18])[F:17].[CH2:20]([O-:22])[CH3:21].[Na+].O.C(OCC)(=O)C. Product: [CH2:20]([O:22][C:2]1[N:7]=[C:6]([C:8]([OH:10])=[O:9])[CH:5]=[CH:4][C:3]=1[O:12][CH2:13][CH2:14][O:15][C:16]([F:19])([F:18])[F:17])[CH3:21]. The catalyst class is: 12.